The task is: Predict the product of the given reaction.. This data is from Forward reaction prediction with 1.9M reactions from USPTO patents (1976-2016). (1) Given the reactants [Cl:1][C:2]1[C:3]([F:9])=[C:4]([CH:6]=[CH:7][CH:8]=1)[NH2:5].[Br:10][C:11]1[CH:12]=[N:13][CH:14]=[C:15](Br)[CH:16]=1.CC(C)([O-])C.[Na+], predict the reaction product. The product is: [Br:10][C:11]1[CH:16]=[C:15]([NH:5][C:4]2[CH:6]=[CH:7][CH:8]=[C:2]([Cl:1])[C:3]=2[F:9])[CH:14]=[N:13][CH:12]=1. (2) The product is: [C:1]([C:4]1[C:22](=[O:23])[C@@:8]2([CH3:24])[C:9]3[C:15]([OH:16])=[CH:14][C:13]([O:17][CH3:18])=[C:12]([C:19]([NH:21][CH2:38][C:28]4[C:29]5[C:34](=[CH:33][CH:32]=[CH:31][CH:30]=5)[C:35]([CH3:37])=[CH:36][C:27]=4[CH3:26])=[O:20])[C:10]=3[O:11][C:7]2=[CH:6][C:5]=1[OH:25])(=[O:3])[CH3:2]. Given the reactants [C:1]([C:4]1[C:22](=[O:23])[C@@:8]2([CH3:24])[C:9]3[C:15]([OH:16])=[CH:14][C:13]([O:17][CH3:18])=[C:12]([C:19]([NH2:21])=[O:20])[C:10]=3[O:11][C:7]2=[CH:6][C:5]=1[OH:25])(=[O:3])[CH3:2].[CH3:26][C:27]1[CH:36]=[C:35]([CH3:37])[C:34]2[C:29](=[CH:30][CH:31]=[CH:32][CH:33]=2)[C:28]=1[CH:38]=O.C([SiH](CC)CC)C.FC(F)(F)C(O)=O, predict the reaction product. (3) The product is: [C:9]([O:13][C:14]([N:16]1[CH2:17][CH2:18][CH:19]([N:22]2[CH:26]=[C:25]([C:6]3[CH:5]=[N:4][CH:3]=[C:2]([Br:1])[CH:7]=3)[CH:24]=[N:23]2)[CH2:20][CH2:21]1)=[O:15])([CH3:12])([CH3:10])[CH3:11]. Given the reactants [Br:1][C:2]1[CH:3]=[N:4][CH:5]=[C:6](I)[CH:7]=1.[C:9]([O:13][C:14]([N:16]1[CH2:21][CH2:20][CH:19]([N:22]2[CH:26]=[C:25](B3OC(C)(C)C(C)(C)O3)[CH:24]=[N:23]2)[CH2:18][CH2:17]1)=[O:15])([CH3:12])([CH3:11])[CH3:10].O.O.O.P([O-])([O-])([O-])=O.[K+].[K+].[K+], predict the reaction product. (4) The product is: [OH:35][CH2:36][C@@H:37]1[CH2:18][C:17]2[C:34](=[CH:26][CH:27]=[CH:28][CH:29]=2)[CH2:33][N:32]1[C:10](=[O:12])[C@@H:9]([NH:8][C:6](=[O:7])[O:5][C:1]([CH3:2])([CH3:3])[CH3:4])[C:13]([CH3:16])([CH3:15])[CH3:14]. Given the reactants [C:1]([O:5][C:6]([NH:8][C@@H:9]([C:13]([CH3:16])([CH3:15])[CH3:14])[C:10]([OH:12])=O)=[O:7])([CH3:4])([CH3:3])[CH3:2].[CH2:17](Cl)[CH2:18]Cl.N1[C:29]2C(=N[CH:26]=[CH:27][CH:28]=2)N(O)N=1.C[N:32]1[CH2:37][CH2:36][O:35][CH2:34][CH2:33]1, predict the reaction product. (5) Given the reactants P([O-])([O-])([O-])=O.[K+].[K+].[K+].[C:9]1(B(O)O)[CH:14]=[CH:13][CH:12]=[CH:11][CH:10]=1.C1(P(C2CCCCC2)C2(OC)CC=CC(OC)=C2C2C=CC=CC=2)CCCCC1.Br[C:48]1[C:57]2[C:52](=[CH:53][CH:54]=[CH:55][CH:56]=2)[CH:51]=[N:50][C:49]=1[CH:58]([N:60]1[C:68](=[O:69])[C:67]2[C:62](=[CH:63][CH:64]=[CH:65][CH:66]=2)[C:61]1=[O:70])[CH3:59], predict the reaction product. The product is: [C:9]1([C:48]2[C:57]3[C:52](=[CH:53][CH:54]=[CH:55][CH:56]=3)[CH:51]=[N:50][C:49]=2[CH:58]([N:60]2[C:61](=[O:70])[C:62]3[C:67](=[CH:66][CH:65]=[CH:64][CH:63]=3)[C:68]2=[O:69])[CH3:59])[CH:14]=[CH:13][CH:12]=[CH:11][CH:10]=1. (6) Given the reactants [CH3:1][O:2][C:3]1[CH:15]=[C:14]2[C:6]([C:7]3[C:8](=[O:20])[CH2:9][CH2:10][CH2:11][C:12]=3[N:13]2[CH2:16][C:17]([OH:19])=O)=[CH:5][CH:4]=1.C1C=CC2N(O)N=NC=2C=1.[CH2:31]([NH:35][CH2:36][CH2:37][CH2:38][CH3:39])[CH2:32][CH2:33][CH3:34].CCN(C(C)C)C(C)C, predict the reaction product. The product is: [CH2:31]([N:35]([CH2:36][CH2:37][CH2:38][CH3:39])[C:17](=[O:19])[CH2:16][N:13]1[C:12]2[CH2:11][CH2:10][CH2:9][C:8](=[O:20])[C:7]=2[C:6]2[C:14]1=[CH:15][C:3]([O:2][CH3:1])=[CH:4][CH:5]=2)[CH2:32][CH2:33][CH3:34]. (7) Given the reactants [CH:1]1([C:7]2([CH3:14])[C:11](=[O:12])[NH:10][N:9]=[C:8]2[CH3:13])[CH2:6][CH2:5][CH2:4][CH2:3][CH2:2]1.Br.Br[CH2:17][C:18]([C:20]1[CH:25]=[CH:24][N:23]=[CH:22][CH:21]=1)=[O:19], predict the reaction product. The product is: [CH:1]1([C:7]2([CH3:14])[C:11](=[O:12])[N:10]([CH2:17][C:18](=[O:19])[C:20]3[CH:25]=[CH:24][N:23]=[CH:22][CH:21]=3)[N:9]=[C:8]2[CH3:13])[CH2:2][CH2:3][CH2:4][CH2:5][CH2:6]1. (8) Given the reactants [H-].[Na+].[CH3:3][C:4]1[N:5]([CH2:10][CH2:11][OH:12])[C:6]([CH3:9])=[CH:7][CH:8]=1.Cl[CH2:14][C:15](=[O:22])[CH2:16][C:17]([O:19][CH2:20][CH3:21])=[O:18].Cl, predict the reaction product. The product is: [CH3:3][C:4]1[N:5]([CH2:10][CH2:11][O:12][CH2:14][C:15](=[O:22])[CH2:16][C:17]([O:19][CH2:20][CH3:21])=[O:18])[C:6]([CH3:9])=[CH:7][CH:8]=1. (9) Given the reactants Cl[C:2]1[N:7]=[CH:6][C:5]([CH2:8][N+:9]2[C:14]([O-:15])=[C:13]([C:16]3[CH:21]=[CH:20][CH:19]=[C:18]([C:22]#[N:23])[CH:17]=3)[C:12](=[O:24])[N:11]3[CH:25]=[CH:26][CH:27]=[CH:28][C:10]=23)=[CH:4][CH:3]=1.[ClH:29].[OH:30][NH3+:31].CC(C)([O-])C.[K+], predict the reaction product. The product is: [Cl:29][C:2]1[N:7]=[CH:6][C:5]([CH2:8][N+:9]2[C:14]([O-:15])=[C:13]([C:16]3[CH:21]=[CH:20][CH:19]=[C:18]([C:22](=[NH:23])[NH:31][OH:30])[CH:17]=3)[C:12](=[O:24])[N:11]3[CH:25]=[CH:26][CH:27]=[CH:28][C:10]=23)=[CH:4][CH:3]=1. (10) Given the reactants [CH2:1]1[C:9]2[C:4](=[CH:5][C:6]([N:10]=[C:11]=[S:12])=[CH:7][CH:8]=2)[CH2:3][CH2:2]1.Cl.[CH3:14][NH:15][O:16][CH2:17][C:18]([OH:20])=[O:19].C(N(CC)CC)C, predict the reaction product. The product is: [CH2:1]1[C:9]2[C:4](=[CH:5][C:6]([NH:10][C:11]([N:15]([CH3:14])[O:16][CH2:17][C:18]([OH:20])=[O:19])=[S:12])=[CH:7][CH:8]=2)[CH2:3][CH2:2]1.